From a dataset of Full USPTO retrosynthesis dataset with 1.9M reactions from patents (1976-2016). Predict the reactants needed to synthesize the given product. (1) Given the product [N:20]1[CH:19]=[CH:18][N:14]2[C:13]=1[C:12]1[CH:21]=[C:8]([C:7]3[C:2](=[O:24])[NH:3][CH:4]=[CH:5][CH:6]=3)[CH:9]=[CH:10][C:11]=1[O:17][CH2:16][CH2:15]2, predict the reactants needed to synthesize it. The reactants are: F[C:2]1[C:7]([C:8]2[CH:9]=[CH:10][C:11]3[O:17][CH2:16][CH2:15][N:14]4[CH:18]=[CH:19][N:20]=[C:13]4[C:12]=3[CH:21]=2)=[CH:6][CH:5]=[CH:4][N:3]=1.Cl.C[O:24]CCOC. (2) Given the product [CH:9]1([OH:8])[CH:10]([OH:19])[CH:11]([OH:18])[CH:12]([OH:17])[CH:13]([OH:16])[CH:14]1[OH:15], predict the reactants needed to synthesize it. The reactants are: C[C@H]1O[C@H]([O:8][CH:9]2[C@@H:14]([OH:15])[C@@H:13]([OH:16])[CH:12]([OH:17])[C@H:11]([OH:18])[C@H:10]2[OH:19])[C@@H](N)C[C@@H]1N=C(N)C(O)=O.Cl.